From a dataset of Blood-brain barrier permeability regression values from the B3DB database. Regression/Classification. Given a drug SMILES string, predict its absorption, distribution, metabolism, or excretion properties. Task type varies by dataset: regression for continuous measurements (e.g., permeability, clearance, half-life) or binary classification for categorical outcomes (e.g., BBB penetration, CYP inhibition). For this dataset (b3db_regression), we predict Y. (1) The molecule is C1OC2=C(O1)C=C(C=C2)O. The Y is -0.0400 log(BB ratio). (2) The molecule is CC(=O)N1CCN(CC1)C2=CC=C(C=C2)OCC3CO[C@@](O3)(CN4C=CN=C4)C5=C(C=C(C=C5)Cl)Cl. The Y is -0.630 log(BB ratio).